Dataset: Forward reaction prediction with 1.9M reactions from USPTO patents (1976-2016). Task: Predict the product of the given reaction. (1) Given the reactants [CH3:1][C:2]1([C:15]([O:17]C)=[O:16])[C:14]2[CH:13]=[CH:12][CH:11]=[CH:10][C:9]=2[C:8]2[C:3]1=[CH:4][CH:5]=[CH:6][CH:7]=2.[OH-].[Na+], predict the reaction product. The product is: [CH3:1][C:2]1([C:15]([OH:17])=[O:16])[C:3]2[CH:4]=[CH:5][CH:6]=[CH:7][C:8]=2[C:9]2[C:14]1=[CH:13][CH:12]=[CH:11][CH:10]=2. (2) Given the reactants [CH:1]([O:4][C:5]([C:7]1[N:8]([CH:12]2[C:21]3[C:16](=[CH:17][CH:18]=[C:19](Br)[CH:20]=3)[CH2:15][CH2:14][CH2:13]2)[CH:9]=[N:10][CH:11]=1)=[O:6])([CH3:3])[CH3:2].[S:23]1[CH:27]=[CH:26][CH:25]=[C:24]1B(O)O.C(=O)([O-])[O-].[Na+].[Na+].CN(C=O)C, predict the reaction product. The product is: [CH:1]([O:4][C:5]([C:7]1[N:8]([CH:12]2[C:21]3[C:16](=[CH:17][CH:18]=[C:19]([C:24]4[S:23][CH:27]=[CH:26][CH:25]=4)[CH:20]=3)[CH2:15][CH2:14][CH2:13]2)[CH:9]=[N:10][CH:11]=1)=[O:6])([CH3:3])[CH3:2]. (3) Given the reactants Cl[C:2]1[C:11]2[C:6](=[CH:7][CH:8]=[CH:9][CH:10]=2)[N:5]=[C:4]([C:12]([F:21])([F:20])[C:13]2[CH:18]=[CH:17][C:16]([F:19])=[CH:15][N:14]=2)[N:3]=1.C1(P(C2C=CC=CC=2)C2C3OC4C(=CC=CC=4P(C4C=CC=CC=4)C4C=CC=CC=4)C(C)(C)C=3C=CC=2)C=CC=CC=1.[CH3:64][C:65]1[S:69][C:68]([NH2:70])=[N:67][CH:66]=1.C([O-])([O-])=O.[Na+].[Na+], predict the reaction product. The product is: [F:20][C:12]([F:21])([C:13]1[CH:18]=[CH:17][C:16]([F:19])=[CH:15][N:14]=1)[C:4]1[N:3]=[C:2]([NH:70][C:68]2[S:69][C:65]([CH3:64])=[CH:66][N:67]=2)[C:11]2[C:6](=[CH:7][CH:8]=[CH:9][CH:10]=2)[N:5]=1.